This data is from Retrosynthesis with 50K atom-mapped reactions and 10 reaction types from USPTO. The task is: Predict the reactants needed to synthesize the given product. Given the product CC(=O)NCC1=C(c2ccccc2)Oc2ccccc2O1, predict the reactants needed to synthesize it. The reactants are: CC(=O)OC(C)=O.NCC1=C(c2ccccc2)Oc2ccccc2O1.